This data is from NCI-60 drug combinations with 297,098 pairs across 59 cell lines. The task is: Regression. Given two drug SMILES strings and cell line genomic features, predict the synergy score measuring deviation from expected non-interaction effect. (1) Drug 1: COC1=CC(=CC(=C1O)OC)C2C3C(COC3=O)C(C4=CC5=C(C=C24)OCO5)OC6C(C(C7C(O6)COC(O7)C8=CC=CS8)O)O. Drug 2: CCN(CC)CCCC(C)NC1=C2C=C(C=CC2=NC3=C1C=CC(=C3)Cl)OC. Cell line: U251. Synergy scores: CSS=43.5, Synergy_ZIP=-2.76, Synergy_Bliss=-2.14, Synergy_Loewe=-10.6, Synergy_HSA=0.515. (2) Drug 1: C1=CC=C(C(=C1)C(C2=CC=C(C=C2)Cl)C(Cl)Cl)Cl. Drug 2: C1CN(CCN1C(=O)CCBr)C(=O)CCBr. Cell line: T-47D. Synergy scores: CSS=6.70, Synergy_ZIP=-3.01, Synergy_Bliss=2.79, Synergy_Loewe=-4.69, Synergy_HSA=0.324. (3) Drug 1: CC1=C(N=C(N=C1N)C(CC(=O)N)NCC(C(=O)N)N)C(=O)NC(C(C2=CN=CN2)OC3C(C(C(C(O3)CO)O)O)OC4C(C(C(C(O4)CO)O)OC(=O)N)O)C(=O)NC(C)C(C(C)C(=O)NC(C(C)O)C(=O)NCCC5=NC(=CS5)C6=NC(=CS6)C(=O)NCCC[S+](C)C)O. Drug 2: CC1C(C(CC(O1)OC2CC(CC3=C2C(=C4C(=C3O)C(=O)C5=C(C4=O)C(=CC=C5)OC)O)(C(=O)CO)O)N)O.Cl. Cell line: MDA-MB-435. Synergy scores: CSS=44.6, Synergy_ZIP=-0.322, Synergy_Bliss=0.822, Synergy_Loewe=-12.6, Synergy_HSA=1.50.